Task: Predict the reaction yield, written as a fraction of the theoretical maximum amount of product (1.0 means a 100% yield; for example, 0.34 means a 34% yield).. Dataset: Reaction yield outcomes from USPTO patents with 853,638 reactions (1) The reactants are [F:1][C:2]1[CH:7]=[C:6]([C:8]2[CH:13]=[CH:12][N:11]=[C:10]3[NH:14][C:15]([C:17]4[CH:18]=[N:19][N:20]([CH3:22])[CH:21]=4)=[N:16][C:9]=23)[CH:5]=[CH:4][C:3]=1[CH2:23][NH2:24].[C:25]([C:29]1[CH:30]=[CH:31][C:32]([C:35](O)=[O:36])=[N:33][CH:34]=1)([CH3:28])([CH3:27])[CH3:26].CN(C(ON1N=NC2C=CC=NC1=2)=[N+](C)C)C.F[P-](F)(F)(F)(F)F.CCN(C(C)C)C(C)C. The catalyst is CN(C)C=O. The product is [C:25]([C:29]1[CH:30]=[CH:31][C:32]([C:35]([NH:24][CH2:23][C:3]2[CH:4]=[CH:5][C:6]([C:8]3[CH:13]=[CH:12][N:11]=[C:10]4[NH:14][C:15]([C:17]5[CH:18]=[N:19][N:20]([CH3:22])[CH:21]=5)=[N:16][C:9]=34)=[CH:7][C:2]=2[F:1])=[O:36])=[N:33][CH:34]=1)([CH3:28])([CH3:26])[CH3:27]. The yield is 0.150. (2) The reactants are [C:1]([O:4][CH2:5][CH2:6][C:7]([C:9]1[S:10][C:11]([Br:14])=[CH:12][CH:13]=1)=[O:8])(=[O:3])[CH3:2].[BH4-].[Na+]. The catalyst is C1COCC1. The product is [C:1]([O:4][CH2:5][CH2:6][CH:7]([C:9]1[S:10][C:11]([Br:14])=[CH:12][CH:13]=1)[OH:8])(=[O:3])[CH3:2]. The yield is 0.782. (3) The reactants are [Br:1][CH2:2][C:3]([C:5]1[CH:10]=[CH:9][C:8]([F:11])=[CH:7][CH:6]=1)=[O:4].[NH2:12][C:13]1[O:14][CH:15]=[CH:16][N:17]=1. The catalyst is O1CCCC1.C(#N)C. The product is [BrH:1].[F:11][C:8]1[CH:9]=[CH:10][C:5]([C:3](=[O:4])[CH2:2][N:17]2[CH:16]=[CH:15][O:14][C:13]2=[NH:12])=[CH:6][CH:7]=1. The yield is 0.770. (4) The reactants are CC(C)(C)[C@H](NC(=O)[C@@H](NC)C)C(N1[C@H](C(N[C@H]2C3C(=CC=CC=3)CCC2)=O)CC2C(=CC(C(N[C@H]3C[C@@H](C(=O)N[C@H]4C5C(=CC=CC=5)CCC4)N(C(=O)[C@@H](NC(=O)[C@@H](NC)C)C(C)(C)C)C3)=O)=CC=2)C1)=O.[CH:73]1[C:85]2[CH:84]([CH2:86][O:87][C:88]([NH:90][C@@H:91]([C:142]([CH3:145])([CH3:144])[CH3:143])[C:92]([N:94]3[C@H:98]([C:99](=[O:111])[NH:100][C@H:101]4[C:110]5[C:105](=[CH:106][CH:107]=[CH:108][CH:109]=5)[CH2:104][CH2:103][CH2:102]4)[CH2:97][C@H:96]([C:112]4[CH:121]=[C:120]5[C:115]([CH2:116][C@@H:117]([C:129](=[O:141])[NH:130][C@H:131]6[C:140]7[C:135](=[CH:136][CH:137]=[CH:138][CH:139]=7)[CH2:134][CH2:133][CH2:132]6)[N:118](C(OC(C)(C)C)=O)[CH2:119]5)=[CH:114][CH:113]=4)[CH2:95]3)=[O:93])=[O:89])[C:83]3[C:78](=[CH:79][CH:80]=[CH:81][CH:82]=3)[C:77]=2[CH:76]=[CH:75][CH:74]=1. No catalyst specified. The product is [CH3:143][C:142]([CH3:145])([CH3:144])[C@H:91]([NH:90][C:88](=[O:89])[O:87][CH2:86][CH:84]1[C:85]2[CH:73]=[CH:74][CH:75]=[CH:76][C:77]=2[C:78]2[C:83]1=[CH:82][CH:81]=[CH:80][CH:79]=2)[C:92](=[O:93])[N:94]1[CH2:95][C@@H:96]([C:112]2[CH:121]=[C:120]3[C:115]([CH2:116][C@@H:117]([C:129](=[O:141])[NH:130][C@H:131]4[C:140]5[C:135](=[CH:136][CH:137]=[CH:138][CH:139]=5)[CH2:134][CH2:133][CH2:132]4)[NH:118][CH2:119]3)=[CH:114][CH:113]=2)[CH2:97][C@H:98]1[C:99](=[O:111])[NH:100][C@H:101]1[C:110]2[C:105](=[CH:106][CH:107]=[CH:108][CH:109]=2)[CH2:104][CH2:103][CH2:102]1. The yield is 0.970. (5) The reactants are [NH2:1][C:2]1[CH:3]=[N:4][CH:5]=[CH:6][C:7]=1[CH3:8].C[Si](C)(C)[N-][Si](C)(C)C.[Na+].[C:19](O[C:19]([O:21][C:22]([CH3:25])([CH3:24])[CH3:23])=[O:20])([O:21][C:22]([CH3:25])([CH3:24])[CH3:23])=[O:20]. The catalyst is C1COCC1. The product is [CH3:8][C:7]1[CH:6]=[CH:5][N:4]=[CH:3][C:2]=1[NH:1][C:19](=[O:20])[O:21][C:22]([CH3:25])([CH3:24])[CH3:23]. The yield is 0.700. (6) The reactants are [NH2:1][C:2]1[CH:7]=[CH:6][C:5]([CH2:8][CH2:9][C:10]([NH2:12])=[O:11])=[CH:4][C:3]=1Br.[CH3:14][C:15]1([CH3:24])[CH2:20][CH2:19][C:18](B(O)O)=[CH:17][CH2:16]1. The catalyst is CO.C(Cl)Cl. The product is [NH2:1][C:2]1[CH:7]=[CH:6][C:5]([CH2:8][CH2:9][C:10]([NH2:12])=[O:11])=[CH:4][C:3]=1[C:18]1[CH2:19][CH2:20][C:15]([CH3:24])([CH3:14])[CH2:16][CH:17]=1. The yield is 0.920. (7) The reactants are Br[C:2]1[C:25]2[C:24]3[C:19](=[CH:20][CH:21]=[CH:22][CH:23]=3)[C:18]3[C:13](=[CH:14][CH:15]=[CH:16][CH:17]=3)[C:12]3[C:7](=[CH:8][CH:9]=[CH:10][CH:11]=3)[C:6]=2[C:5](=[O:26])[C:4](=[O:27])[C:3]=1Br.C([C:37]1(CCCCCCCC)[C:49]2[CH:48]=[C:47](B3OC(C)(C)C(C)(C)O3)[CH:46]=[CH:45][C:44]=2[C:43]2[C:38]1=[CH:39][C:40](B1OC(C)(C)C(C)(C)O1)=[CH:41][CH:42]=2)CCCCCCC.C(=O)([O-])[O-].[Na+].[Na+]. The catalyst is CCCCCCCC[N+](CCCCCCCC)(CCCCCCCC)C.[Cl-].C1C=CC([P]([Pd]([P](C2C=CC=CC=2)(C2C=CC=CC=2)C2C=CC=CC=2)([P](C2C=CC=CC=2)(C2C=CC=CC=2)C2C=CC=CC=2)[P](C2C=CC=CC=2)(C2C=CC=CC=2)C2C=CC=CC=2)(C2C=CC=CC=2)C2C=CC=CC=2)=CC=1.CO. The product is [C:5]1(=[O:26])[C:6]2[C:7]3[C:12](=[CH:11][CH:10]=[CH:9][CH:8]=3)[C:13]3[C:18](=[CH:17][CH:16]=[CH:15][CH:14]=3)[C:19]3[C:24](=[CH:23][CH:22]=[CH:21][CH:20]=3)[C:25]=2[CH:2]=[CH:3][C:4]1=[O:27].[CH:39]1[C:38]2[CH2:37][C:49]3[C:44](=[CH:45][CH:46]=[CH:47][CH:48]=3)[C:43]=2[CH:42]=[CH:41][CH:40]=1. The yield is 0.450. (8) The reactants are C(O[C:4]([C:6]1[CH:7]=[C:8]2[C:13](=[CH:14][CH:15]=1)[N:12]=[C:11](Cl)[CH:10]=[CH:9]2)=[O:5])C.[CH3:17][O:18][C:19]1[CH:26]=[CH:25][CH:24]=[CH:23][C:20]=1[CH2:21][NH2:22]. No catalyst specified. The product is [CH3:17][O:18][C:19]1[CH:26]=[CH:25][CH:24]=[CH:23][C:20]=1[CH2:21][NH:22][C:4]([C:6]1[CH:7]=[C:8]2[C:13](=[CH:14][CH:15]=1)[N:12]=[C:11]([NH:22][CH2:21][C:20]1[CH:23]=[CH:24][CH:25]=[CH:26][C:19]=1[O:18][CH3:17])[CH:10]=[CH:9]2)=[O:5]. The yield is 0.0900. (9) The reactants are [CH3:1][C:2]([C:4]1[CH:9]=[CH:8][C:7]([OH:10])=[C:6]([O:11][CH3:12])[CH:5]=1)=[O:3].[CH2:13](Br)[C:14]1[CH:19]=[CH:18][CH:17]=[CH:16][CH:15]=1.C(=O)([O-])[O-].[K+].[K+]. The catalyst is CN(C=O)C. The product is [CH2:13]([O:10][C:7]1[CH:8]=[CH:9][C:4]([C:2](=[O:3])[CH3:1])=[CH:5][C:6]=1[O:11][CH3:12])[C:14]1[CH:19]=[CH:18][CH:17]=[CH:16][CH:15]=1. The yield is 0.990.